This data is from HIV replication inhibition screening data with 41,000+ compounds from the AIDS Antiviral Screen. The task is: Binary Classification. Given a drug SMILES string, predict its activity (active/inactive) in a high-throughput screening assay against a specified biological target. The compound is CN(CC1(CO)CCC1)c1cc(Cl)nc(N)n1. The result is 0 (inactive).